This data is from Peptide-MHC class II binding affinity with 134,281 pairs from IEDB. The task is: Regression. Given a peptide amino acid sequence and an MHC pseudo amino acid sequence, predict their binding affinity value. This is MHC class II binding data. (1) The peptide sequence is DCSEYPKPDCTAEDR. The MHC is DRB1_1302 with pseudo-sequence DRB1_1302. The binding affinity (normalized) is 0. (2) The peptide sequence is AAAAAYETAFAAIVP. The MHC is HLA-DPA10103-DPB10401 with pseudo-sequence HLA-DPA10103-DPB10401. The binding affinity (normalized) is 0.628. (3) The peptide sequence is GMMMGMFNMLSTVLG. The MHC is DRB4_0101 with pseudo-sequence DRB4_0103. The binding affinity (normalized) is 0.120. (4) The peptide sequence is ASPLTGIADASQSSM. The MHC is DRB5_0101 with pseudo-sequence DRB5_0101. The binding affinity (normalized) is 0. (5) The peptide sequence is CHTGVGPNMSCDDVV. The MHC is DRB4_0101 with pseudo-sequence DRB4_0103. The binding affinity (normalized) is 0.234. (6) The binding affinity (normalized) is 0.115. The MHC is DRB3_0202 with pseudo-sequence DRB3_0202. The peptide sequence is HPQDGDALTLRTATN. (7) The MHC is HLA-DPA10301-DPB10402 with pseudo-sequence HLA-DPA10301-DPB10402. The binding affinity (normalized) is 0.375. The peptide sequence is VFIPNYNVSVAEVLI. (8) The peptide sequence is PEDSALLEDPAG. The MHC is DRB1_0101 with pseudo-sequence DRB1_0101. The binding affinity (normalized) is 0. (9) The peptide sequence is YDKFLANVSTVWTGK. The MHC is DRB1_0405 with pseudo-sequence DRB1_0405. The binding affinity (normalized) is 0.608.